Dataset: Reaction yield outcomes from USPTO patents with 853,638 reactions. Task: Predict the reaction yield, written as a fraction of the theoretical maximum amount of product (1.0 means a 100% yield; for example, 0.34 means a 34% yield). The reactants are [NH2:1][CH2:2][C:3]1[CH:4]=[N:5][C:6]([CH2:9][S:10][C:11]([CH3:14])([CH3:13])[CH3:12])=[CH:7][CH:8]=1.[Cl:15][C:16]1[CH:32]=[CH:31][C:19]2[CH2:20][CH2:21][N:22]([C:25](=[O:30])[C:26]([F:29])([F:28])[F:27])[CH2:23][CH2:24][C:18]=2[C:17]=1OS(C(F)(F)F)(=O)=O.C1C=CC(P(C2C(C3C(P(C4C=CC=CC=4)C4C=CC=CC=4)=CC=C4C=3C=CC=C4)=C3C(C=CC=C3)=CC=2)C2C=CC=CC=2)=CC=1.C(=O)([O-])[O-].[Cs+].[Cs+]. The catalyst is C1C=CC(/C=C/C(/C=C/C2C=CC=CC=2)=O)=CC=1.C1C=CC(/C=C/C(/C=C/C2C=CC=CC=2)=O)=CC=1.C1C=CC(/C=C/C(/C=C/C2C=CC=CC=2)=O)=CC=1.[Pd].[Pd].C([O-])(=O)C.[Pd+2].C([O-])(=O)C.C1(C)C=CC=CC=1. The product is [C:11]([S:10][CH2:9][C:6]1[N:5]=[CH:4][C:3]([CH2:2][NH:1][C:17]2[C:18]3[CH2:24][CH2:23][N:22]([C:25](=[O:30])[C:26]([F:28])([F:27])[F:29])[CH2:21][CH2:20][C:19]=3[CH:31]=[CH:32][C:16]=2[Cl:15])=[CH:8][CH:7]=1)([CH3:14])([CH3:13])[CH3:12]. The yield is 0.710.